This data is from Forward reaction prediction with 1.9M reactions from USPTO patents (1976-2016). The task is: Predict the product of the given reaction. (1) Given the reactants [ClH:1].[O:2]([CH:10]1[CH:24]([N:25]([CH3:27])[CH3:26])[C:23]2=[CH:28][CH:20]([O:21][C:22]2=[O:29])[CH:19]2[CH:15]([O:16][C:17](=[O:31])[CH:18]2[CH3:30])[CH2:14][C:13]2([CH3:32])[CH:11]1[O:12]2)[Si:3]([C:6]([CH3:9])([CH3:8])[CH3:7])([CH3:5])[CH3:4], predict the reaction product. The product is: [ClH:1].[Si:3]([O:2][CH:10]1[CH:24]([N:25]([CH3:27])[CH3:26])[C:23]2=[CH:28][CH:20]([O:21][C:22]2=[O:29])[CH:19]2[CH:15]([O:16][C:17](=[O:31])[CH:18]2[CH3:30])[CH2:14][C:13]2([CH3:32])[CH:11]1[O:12]2)([C:6]([CH3:9])([CH3:7])[CH3:8])([CH3:4])[CH3:5]. (2) Given the reactants [F:1][C:2]1[CH:3]=[C:4]([CH:31]=[CH:32][C:33]=1[NH:34][C:35]([C:37]1([C:40](=[O:49])[NH:41]C2C=CC(F)=CC=2)[CH2:39][CH2:38]1)=[O:36])[O:5][C:6]1[CH:11]=[CH:10][N:9]=[C:8]([N:12](C(OC2C=CC=CC=2)=O)C(=O)OC2C=CC=CC=2)[CH:7]=1.[CH3:50][N:51]1[CH2:56][CH2:55][N:54]([CH:57]2[CH2:62]CNC[CH2:58]2)[CH2:53][CH2:52]1.[CH3:63][N:64]([CH3:67])[CH:65]=[O:66], predict the reaction product. The product is: [F:1][C:2]1[CH:3]=[C:4]([O:5][C:6]2[CH:11]=[CH:10][N:9]=[C:8]([NH:12][C:65]([N:64]3[CH2:67][CH2:58][CH:57]([N:54]4[CH2:53][CH2:52][N:51]([CH3:50])[CH2:56][CH2:55]4)[CH2:62][CH2:63]3)=[O:66])[CH:7]=2)[CH:31]=[CH:32][C:33]=1[N:34]([C:31]1[CH:4]=[CH:3][C:2]([F:1])=[CH:33][CH:32]=1)[C:35]([C:37]1([C:40]([NH2:41])=[O:49])[CH2:38][CH2:39]1)=[O:36]. (3) Given the reactants [CH3:1][C:2]1[NH:3][C:4]([CH2:10][C:11]2[CH:16]=[CH:15][CH:14]=[CH:13][C:12]=2[S:17]([N:20]2[CH2:24][CH2:23][CH2:22][CH2:21]2)(=[O:19])=[O:18])=[C:5]([CH3:9])[C:6]=1[C:7]#[N:8].C(=O)([O-])[O-].[Cs+].[Cs+].Br[CH2:32][C:33]([O:35][CH2:36][CH3:37])=[O:34], predict the reaction product. The product is: [C:7]([C:6]1[C:5]([CH3:9])=[C:4]([CH2:10][C:11]2[CH:16]=[CH:15][CH:14]=[CH:13][C:12]=2[S:17]([N:20]2[CH2:24][CH2:23][CH2:22][CH2:21]2)(=[O:19])=[O:18])[N:3]([CH2:32][C:33]([O:35][CH2:36][CH3:37])=[O:34])[C:2]=1[CH3:1])#[N:8]. (4) Given the reactants Br[C:2]1[CH:22]=[CH:21][C:5]([O:6][CH2:7][CH:8]2[CH2:13][CH2:12][N:11]([C:14]([O:16][C:17]([CH3:20])([CH3:19])[CH3:18])=[O:15])[CH2:10][CH2:9]2)=[C:4]([F:23])[CH:3]=1.[OH:24][C:25]1[CH:30]=[CH:29][C:28](B(O)O)=[CH:27][CH:26]=1.C([O-])([O-])=O.[Na+].[Na+], predict the reaction product. The product is: [F:23][C:4]1[CH:3]=[C:2]([C:28]2[CH:29]=[CH:30][C:25]([OH:24])=[CH:26][CH:27]=2)[CH:22]=[CH:21][C:5]=1[O:6][CH2:7][CH:8]1[CH2:13][CH2:12][N:11]([C:14]([O:16][C:17]([CH3:20])([CH3:19])[CH3:18])=[O:15])[CH2:10][CH2:9]1. (5) Given the reactants [C:1]1([CH3:20])[CH:6]=[CH:5][C:4]([S:7]([N:10]2[CH:14]=[CH:13][C:12](/[CH:15]=[CH:16]/[C:17]([OH:19])=O)=[CH:11]2)(=[O:9])=[O:8])=[CH:3][CH:2]=1.C1C=CC2N(O)N=NC=2C=1.Cl.[C:32]([NH:39][C:40]1[CH:45]=[CH:44][CH:43]=[CH:42][C:41]=1[NH2:46])([O:34][C:35]([CH3:38])([CH3:37])[CH3:36])=[O:33], predict the reaction product. The product is: [C:35]([O:34][C:32](=[O:33])[NH:39][C:40]1[CH:45]=[CH:44][CH:43]=[CH:42][C:41]=1[NH:46][C:17](=[O:19])/[CH:16]=[CH:15]/[C:12]1[CH:13]=[CH:14][N:10]([S:7]([C:4]2[CH:3]=[CH:2][C:1]([CH3:20])=[CH:6][CH:5]=2)(=[O:8])=[O:9])[CH:11]=1)([CH3:38])([CH3:36])[CH3:37]. (6) The product is: [C:1]([O:5][C:6](=[O:28])[NH:7][C:8]1[C:9]([CH2:26][F:27])([CH2:24][F:25])[O:10][CH2:11][C@:12]([C:16]2[CH:21]=[C:20]([NH:22][C:37]([C:34]3[C:33]([CH3:40])=[CH:32][C:31]([C:29]#[N:30])=[CH:36][N:35]=3)=[O:38])[CH:19]=[CH:18][C:17]=2[F:23])([CH2:14][F:15])[N:13]=1)([CH3:4])([CH3:2])[CH3:3]. Given the reactants [C:1]([O:5][C:6](=[O:28])[NH:7][C:8]1[C:9]([CH2:26][F:27])([CH2:24][F:25])[O:10][CH2:11][C@:12]([C:16]2[CH:21]=[C:20]([NH2:22])[CH:19]=[CH:18][C:17]=2[F:23])([CH2:14][F:15])[N:13]=1)([CH3:4])([CH3:3])[CH3:2].[C:29]([C:31]1[CH:32]=[C:33]([CH3:40])[C:34]([C:37](O)=[O:38])=[N:35][CH:36]=1)#[N:30].C1C=NC2N(O)N=NC=2C=1.C(Cl)CCl, predict the reaction product.